Dataset: Full USPTO retrosynthesis dataset with 1.9M reactions from patents (1976-2016). Task: Predict the reactants needed to synthesize the given product. (1) Given the product [Br:1][C:2]1[CH:7]=[C:6]([CH3:8])[C:5]([S:9][C:10]2[C:15]([N+:16]([O-:18])=[O:17])=[C:14]([CH3:19])[N:13]=[C:12]([NH:22][C:23]3[CH:30]=[CH:29][C:26]([C:27]#[N:28])=[CH:25][CH:24]=3)[N:11]=2)=[C:4]([CH3:21])[CH:3]=1, predict the reactants needed to synthesize it. The reactants are: [Br:1][C:2]1[CH:7]=[C:6]([CH3:8])[C:5]([S:9][C:10]2[C:15]([N+:16]([O-:18])=[O:17])=[C:14]([CH3:19])[N:13]=[C:12](Cl)[N:11]=2)=[C:4]([CH3:21])[CH:3]=1.[NH2:22][C:23]1[CH:30]=[CH:29][C:26]([C:27]#[N:28])=[CH:25][CH:24]=1.N1C=CC=CC=1. (2) Given the product [CH:35]1([C:33]([N:30]([CH2:29][C:15]2[CH:16]=[C:17]([C:20]3[CH:21]=[N:22][C:23]([O:26][CH2:27][CH3:28])=[CH:24][CH:25]=3)[CH:18]=[CH:19][C:14]=2[C:8]2[C:9]([O:12][CH3:13])=[CH:10][CH:11]=[C:6]([CH2:5][C:4]([OH:38])=[O:3])[CH:7]=2)[CH2:31][CH3:32])=[O:34])[CH2:36][CH2:37]1, predict the reactants needed to synthesize it. The reactants are: C([O:3][C:4](=[O:38])[CH2:5][C:6]1[CH:7]=[C:8]([C:14]2[CH:19]=[CH:18][C:17]([C:20]3[CH:21]=[N:22][C:23]([O:26][CH2:27][CH3:28])=[CH:24][CH:25]=3)=[CH:16][C:15]=2[CH2:29][N:30]([C:33]([CH:35]2[CH2:37][CH2:36]2)=[O:34])[CH2:31][CH3:32])[C:9]([O:12][CH3:13])=[CH:10][CH:11]=1)C.[OH-].[Li+].Cl. (3) Given the product [C:24]1([S:30]([NH:14][NH:13][C:11]([C:7]2[CH:6]=[C:5]3[C:10](=[CH:9][CH:8]=2)[N:1]=[CH:2][CH:3]=[CH:4]3)=[O:12])(=[O:32])=[O:31])[CH:29]=[CH:28][CH:27]=[CH:26][CH:25]=1, predict the reactants needed to synthesize it. The reactants are: [N:1]1[C:10]2[C:5](=[CH:6][C:7]([C:11]([NH:13][NH2:14])=[O:12])=[CH:8][CH:9]=2)[CH:4]=[CH:3][CH:2]=1.C(N(CC)C(C)C)(C)C.[C:24]1([S:30](Cl)(=[O:32])=[O:31])[CH:29]=[CH:28][CH:27]=[CH:26][CH:25]=1. (4) Given the product [CH2:30]([O:10][C:5]1[CH:6]=[CH:7][C:8]([NH2:38])=[CH:9][C:4]=1[N+:1]([O-:3])=[O:2])[C:31]1[CH:36]=[CH:35][CH:34]=[CH:33][CH:32]=1, predict the reactants needed to synthesize it. The reactants are: [N+:1]([C:4]1[CH:9]=[CH:8][CH:7]=[CH:6][C:5]=1[OH:10])([O-:3])=[O:2].C1(P(C2C=CC=CC=2)C2C=CC=CC=2)C=CC=CC=1.[CH2:30](O)[C:31]1[CH:36]=[CH:35][CH:34]=[CH:33][CH:32]=1.[N:38](C(OCC)=O)=NC(OCC)=O. (5) Given the product [C:152](=[O:153])([O:154][CH3:155])[O:25][CH2:24][CH2:23][O:22][CH2:21][C:18]1[CH:17]=[CH:16][C:15]([CH2:14][O:13][C:8]2[CH:7]=[N:6][N:5]([C:1]([CH3:4])([CH3:3])[CH3:2])[C:10](=[O:11])[C:9]=2[Cl:12])=[CH:20][CH:19]=1, predict the reactants needed to synthesize it. The reactants are: [C:1]([N:5]1[C:10](=[O:11])[C:9]([Cl:12])=[C:8]([O:13][CH2:14][C:15]2[CH:20]=[CH:19][C:18]([CH2:21][O:22][CH2:23][CH2:24][OH:25])=[CH:17][CH:16]=2)[CH:7]=[N:6]1)([CH3:4])([CH3:3])[CH3:2].CC1(C)OC2C=CC3C(=O)[C@@H]4[C@@H](COC5C4=CC(OC)=C(OC)C=5)OC=3C=2C=C1.CC(C1C=CC(CSC2C=NN(C(C)(C)C)C(=O)C=2Cl)=CC=1)(C)C.CCC1N=CN=C(NCCOC2C=CC(CCOCC)=C(C)C=2C)C=1Cl.CCC1C(Cl)=C(C(NCC2C=CC(C(C)(C)C)=CC=2)=O)N(C)N=1.CC(C1C=CC(CCOC2N=CN=C3C=2C=CC=C3)=CC=1)(C)C.Cl[C:152]([O:154][CH3:155])=[O:153]. (6) Given the product [F:1][C:2]1[CH:7]=[CH:6][CH:5]=[CH:4][C:3]=1[C:8](=[N:20][OH:21])[CH2:9][O:10][C@@H:11]([CH:16]=[CH2:17])[C:12]([F:15])([F:14])[F:13], predict the reactants needed to synthesize it. The reactants are: [F:1][C:2]1[CH:7]=[CH:6][CH:5]=[CH:4][C:3]=1[C:8](=O)[CH2:9][O:10][C@@H:11]([CH:16]=[CH2:17])[C:12]([F:15])([F:14])[F:13].Cl.[NH2:20][OH:21].C([O-])(=O)C.[Na+]. (7) Given the product [F:8][C:6]1[CH:5]=[CH:4][C:3]([S:9]([NH:12][C:13]2[C:22]([C:23]([O:25][CH3:26])=[O:24])=[C:21]3[C:16]([C@H:17]4[CH2:27][C@H:18]4[CH2:19][O:20]3)=[CH:15][CH:14]=2)(=[O:11])=[O:10])=[C:2]([CH:34]2[CH2:35][CH:33]2[CH2:32][O:31][CH2:30][O:29][CH3:28])[CH:7]=1, predict the reactants needed to synthesize it. The reactants are: Br[C:2]1[CH:7]=[C:6]([F:8])[CH:5]=[CH:4][C:3]=1[S:9]([NH:12][C:13]1[C:22]([C:23]([O:25][CH3:26])=[O:24])=[C:21]2[C:16]([C@H:17]3[CH2:27][C@H:18]3[CH2:19][O:20]2)=[CH:15][CH:14]=1)(=[O:11])=[O:10].[CH3:28][O:29][CH2:30][O:31][CH2:32][CH:33]1[CH2:35][CH:34]1B1OC(C)(C)C(C)(C)O1.C(=O)([O-])[O-].[Cs+].[Cs+]. (8) Given the product [Na:1].[F:2][C:3]1[CH:8]=[CH:7][CH:6]=[CH:5][C:4]=1[S:10]([NH:13][C:14]([NH:16][CH2:17][CH2:18][C:19]1[CH:20]=[CH:21][C:22]([N:25]2[C:29]([CH3:30])=[C:28]([C:31]3[CH:32]=[CH:33][CH:34]=[CH:35][CH:36]=3)[C:27]([C:37]([F:40])([F:38])[F:39])=[N:26]2)=[CH:23][CH:24]=1)=[O:15])(=[O:12])=[O:11], predict the reactants needed to synthesize it. The reactants are: [Na:1].[F:2][C:3]1[CH:8]=[C:7](F)[CH:6]=[CH:5][C:4]=1[S:10]([NH:13][C:14]([NH:16][CH2:17][CH2:18][C:19]1[CH:24]=[CH:23][C:22]([N:25]2[C:29]([CH3:30])=[C:28]([C:31]3[CH:36]=[CH:35][CH:34]=[CH:33][CH:32]=3)[C:27]([C:37]([F:40])([F:39])[F:38])=[N:26]2)=[CH:21][CH:20]=1)=[O:15])(=[O:12])=[O:11].FC1C=CC=CC=1S(N)(=O)=O.